Dataset: CYP2D6 inhibition data for predicting drug metabolism from PubChem BioAssay. Task: Regression/Classification. Given a drug SMILES string, predict its absorption, distribution, metabolism, or excretion properties. Task type varies by dataset: regression for continuous measurements (e.g., permeability, clearance, half-life) or binary classification for categorical outcomes (e.g., BBB penetration, CYP inhibition). Dataset: cyp2d6_veith. (1) The molecule is CS(=O)(=O)N1CCC2(CCCN(Cc3ccncc3)C2)CC1. The result is 1 (inhibitor). (2) The compound is Nc1nc(-c2ccccc2)c(-c2ccccc2)c(-c2nc(N)nc(-c3ccccc3)c2-c2ccccc2)n1. The result is 0 (non-inhibitor). (3) The compound is COc1cccc(Nc2ncc3ncc(=O)n(C4CC4)c3n2)c1. The result is 0 (non-inhibitor).